From a dataset of PAMPA (Parallel Artificial Membrane Permeability Assay) permeability data from NCATS. Regression/Classification. Given a drug SMILES string, predict its absorption, distribution, metabolism, or excretion properties. Task type varies by dataset: regression for continuous measurements (e.g., permeability, clearance, half-life) or binary classification for categorical outcomes (e.g., BBB penetration, CYP inhibition). Dataset: pampa_ncats. (1) The molecule is C1=CC=C(C=C1)N2C(=O)C3=C(SC=C3C(=N2)C(=O)O)N. The result is 0 (low-to-moderate permeability). (2) The compound is CCCCCCOC1=CC=C(C=C1)OC(=O)C2=CC=NC=C2. The result is 1 (high permeability). (3) The drug is CC(C)SC1=CC2=C(C=C1)N=C(N2)NC(=O)OC. The result is 1 (high permeability). (4) The drug is CN(CC1=CC=CC=C1)C(=O)C2=CC=C(C=C2)S(=O)(=O)NC3=CC=CC=C3. The result is 1 (high permeability). (5) The compound is CC1=C(C=CC(=C1)NS(=O)(=O)C2=CC3=C(C=C2)NC(=O)CC3)F. The result is 1 (high permeability). (6) The molecule is CC1=NN=C2N1C3=CC=CC=C3N=C2NC4=CC(=CC=C4)NC(=O)C. The result is 1 (high permeability). (7) The drug is C1C(C2=C(NC1=O)N=C(S2)N)C3=C(C=C(C=C3)F)F. The result is 1 (high permeability). (8) The drug is C1COCCN1C(=O)CC2=CC=C(S2)C3=CSC(=N3)NC4=CC=C(C=C4)F. The result is 1 (high permeability).